The task is: Binary Classification. Given a miRNA mature sequence and a target amino acid sequence, predict their likelihood of interaction.. This data is from Experimentally validated miRNA-target interactions with 360,000+ pairs, plus equal number of negative samples. (1) The miRNA is hsa-miR-509-5p with sequence UACUGCAGACAGUGGCAAUCA. The protein sequence of the target gene is MQAVVPLNKMTAISPEPQTLASTEQNEVPRVVTSGEQEAILRGNAADAESFRQRFRWFCYSEVAGPRKALSQLWELCNQWLRPDIHTKEQILELLVFEQFLTILPGEIRIWVKSQHPESSEEVVTLIEDLTQMLEEKDPVSQDSTVSQEENSKEDKMVTVCPNTESCESITLKDVAVNFSRGEWKKLEPFQKELYKEVLLENLRNLEFLDFPVSKLELISQLKWVELPWLLEEVSKSSRLDESALDKIIERCLRDDDHGLMEESQQYCGSSEEDHGNQGNSKGRVAQNKTLGSGSRGKKF.... Result: 1 (interaction). (2) The miRNA is hsa-miR-4680-5p with sequence AGAACUCUUGCAGUCUUAGAUGU. The protein sequence of the target gene is MCSTMSAPTCLAHLPPCFLLLALVLVPSDASGQSSRNDWQVLQPEGPMLVAEGETLLLRCMVVGSCTDGMIKWVKVSTQDQQEIYNFKRGSFPGVMPMIQRTSEPLNCDYSIYIHNVTREHTGTYHCVRFDGLSEHSEMKSDEGTSVLVKGAGDPEPDLWIIQPQELVLGTTGDTVFLNCTVLGDGPPGPIRWFQGAGLSREAIYNFGGISHPKETAVQASNNDFSILLQNVSSEDAGTYYCVKFQRKPNRQYLSGQGTSLKVKAKSTSSKEAEFTSEPATEMSPTGLLVVFAPVVLGLK.... Result: 1 (interaction). (3) The miRNA is rno-miR-494-3p with sequence UGAAACAUACACGGGAAACCUCU. The protein sequence of the target gene is MGAALGTGTRLAPWPGRACGALPRWTPTAPAQGCHSKPGPARPVPLKKRGYDVTRNPHLNKGMAFTLEERLQLGIHGLIPPCFLSQDVQLLRIMRYYERQQSDLDKYIILMTLQDRNEKLFYRVLTSDVEKFMPIVYTPTVGLACQHYGLTFRRPRGLFITIHDKGHLATMLNSWPEDNIKAVVVTDGERILGLGDLGCYGMGIPVGKLALYTACGGVNPQQCLPVLLDVGTNNEELLRDPLYIGLKHQRVHGKAYDDLLDEFMQAVTDKFGINCLIQFEDFANANAFRLLNKYRNKYCM.... Result: 0 (no interaction). (4) The miRNA is hsa-miR-4717-3p with sequence ACACAUGGGUGGCUGUGGCCU. The protein sequence of the target gene is MAPRAQIQGPLTFGDVAVAFTRIEWRHLDAAQRALYRDVMLENYGNLVSVGLLSSKPKLITQLEQGAEPWTEVREAPSGTHAVEDYWFETKMSALKQSTSEASVLGERTKSVMMEKGLDWEGRSSTEKNYKCKECGKVFKYNSSFISHQRNHTSEKPHKCKECGIAFMNSSSLLNHHKVHAGKQPYRCIECGKFLKKHSTFINHQRIHSREKPHKCIECGKTFRKNSILLSHQRIHTGQKPYKCNDCGKAFAQNAALTRHERIHSGEKPFKCNKCGRAFRDNSTVLEHQKIHTGEKPYQC.... Result: 1 (interaction). (5) The miRNA is mmu-miR-155-3p with sequence CUCCUACCUGUUAGCAUUAAC. The protein sequence of the target gene is MSWRGRSTYYWPRPRRYVQPPEMIGPMRPEQFSDEVEPATPEEGEPATQCQDPAAAQKGEDEGASAGQGPKPEAHSQEQGHPQTGCECEDGPDGQEMDPPNPEEVKTPEEGEKQSQC. Result: 0 (no interaction). (6) The miRNA is hsa-miR-1301-3p with sequence UUGCAGCUGCCUGGGAGUGACUUC. The protein sequence of the target gene is MSVVGIDLGFQSCYVAVARAGGIETIANEYSDRCTPACVSFGPKNRSVGAAAKSQVISNAKNTVQGFKRFHGRAFSDPFVEAEKSNLAYDIVQLPTGLTGIKVTYMEEERNFTTEQVTAMLLSKLKETAESVLKKPVVDCVVSVPSFYTDAERRSVMDATQIAGLNCLRLMNETTAVALAYGIYKQDLPALEEKPRNVVFVDMGHSAYQVSVCAFNRGKLKVLATAFDTTLGGRKFDEVLVNHFCEEFGKKYKLDIKSKVRALLRLSQECEKLKKLMSANASDLPLSIECFMNDIDVSGT.... Result: 0 (no interaction).